From a dataset of NCI-60 drug combinations with 297,098 pairs across 59 cell lines. Regression. Given two drug SMILES strings and cell line genomic features, predict the synergy score measuring deviation from expected non-interaction effect. (1) Drug 1: C1CCN(CC1)CCOC2=CC=C(C=C2)C(=O)C3=C(SC4=C3C=CC(=C4)O)C5=CC=C(C=C5)O. Drug 2: C1=CN(C(=O)N=C1N)C2C(C(C(O2)CO)O)O.Cl. Cell line: MOLT-4. Synergy scores: CSS=66.1, Synergy_ZIP=-0.390, Synergy_Bliss=-1.60, Synergy_Loewe=-23.1, Synergy_HSA=-1.88. (2) Drug 1: C1=CC(=CC=C1CCC2=CNC3=C2C(=O)NC(=N3)N)C(=O)NC(CCC(=O)O)C(=O)O. Drug 2: COC1=NC(=NC2=C1N=CN2C3C(C(C(O3)CO)O)O)N. Cell line: OVCAR3. Synergy scores: CSS=23.1, Synergy_ZIP=-3.38, Synergy_Bliss=-2.25, Synergy_Loewe=-30.2, Synergy_HSA=-5.63.